Dataset: NCI-60 drug combinations with 297,098 pairs across 59 cell lines. Task: Regression. Given two drug SMILES strings and cell line genomic features, predict the synergy score measuring deviation from expected non-interaction effect. (1) Synergy scores: CSS=26.7, Synergy_ZIP=-7.99, Synergy_Bliss=-1.93, Synergy_Loewe=-85.0, Synergy_HSA=-1.69. Drug 1: CCCCCOC(=O)NC1=NC(=O)N(C=C1F)C2C(C(C(O2)C)O)O. Drug 2: CC=C1C(=O)NC(C(=O)OC2CC(=O)NC(C(=O)NC(CSSCCC=C2)C(=O)N1)C(C)C)C(C)C. Cell line: RXF 393. (2) Drug 1: CCCS(=O)(=O)NC1=C(C(=C(C=C1)F)C(=O)C2=CNC3=C2C=C(C=N3)C4=CC=C(C=C4)Cl)F. Drug 2: C1=CC=C(C=C1)NC(=O)CCCCCCC(=O)NO. Cell line: NCI-H460. Synergy scores: CSS=7.92, Synergy_ZIP=0.646, Synergy_Bliss=4.42, Synergy_Loewe=-5.10, Synergy_HSA=2.79. (3) Drug 1: CS(=O)(=O)CCNCC1=CC=C(O1)C2=CC3=C(C=C2)N=CN=C3NC4=CC(=C(C=C4)OCC5=CC(=CC=C5)F)Cl. Drug 2: C#CCC(CC1=CN=C2C(=N1)C(=NC(=N2)N)N)C3=CC=C(C=C3)C(=O)NC(CCC(=O)O)C(=O)O. Cell line: NCI-H522. Synergy scores: CSS=68.3, Synergy_ZIP=3.01, Synergy_Bliss=0.0857, Synergy_Loewe=-18.3, Synergy_HSA=0.232. (4) Drug 1: C1CN1P(=S)(N2CC2)N3CC3. Drug 2: C(CN)CNCCSP(=O)(O)O. Cell line: K-562. Synergy scores: CSS=20.7, Synergy_ZIP=-6.19, Synergy_Bliss=0.856, Synergy_Loewe=-16.2, Synergy_HSA=-0.444. (5) Drug 2: C1C(C(OC1N2C=NC(=NC2=O)N)CO)O. Cell line: UACC-257. Drug 1: CC1=C2C(C(=O)C3(C(CC4C(C3C(C(C2(C)C)(CC1OC(=O)C(C(C5=CC=CC=C5)NC(=O)OC(C)(C)C)O)O)OC(=O)C6=CC=CC=C6)(CO4)OC(=O)C)OC)C)OC. Synergy scores: CSS=30.6, Synergy_ZIP=9.83, Synergy_Bliss=11.8, Synergy_Loewe=-5.43, Synergy_HSA=8.91. (6) Drug 1: C1=CC(=CC=C1CC(C(=O)O)N)N(CCCl)CCCl.Cl. Drug 2: C(=O)(N)NO. Cell line: COLO 205. Synergy scores: CSS=28.3, Synergy_ZIP=-1.39, Synergy_Bliss=9.19, Synergy_Loewe=-1.40, Synergy_HSA=6.58. (7) Drug 1: CC(C1=C(C=CC(=C1Cl)F)Cl)OC2=C(N=CC(=C2)C3=CN(N=C3)C4CCNCC4)N. Drug 2: CC1=C(N=C(N=C1N)C(CC(=O)N)NCC(C(=O)N)N)C(=O)NC(C(C2=CN=CN2)OC3C(C(C(C(O3)CO)O)O)OC4C(C(C(C(O4)CO)O)OC(=O)N)O)C(=O)NC(C)C(C(C)C(=O)NC(C(C)O)C(=O)NCCC5=NC(=CS5)C6=NC(=CS6)C(=O)NCCC[S+](C)C)O. Cell line: NCI-H322M. Synergy scores: CSS=-7.27, Synergy_ZIP=0.237, Synergy_Bliss=-8.03, Synergy_Loewe=-8.25, Synergy_HSA=-9.94. (8) Cell line: A498. Drug 2: CC1C(C(CC(O1)OC2CC(OC(C2O)C)OC3=CC4=CC5=C(C(=O)C(C(C5)C(C(=O)C(C(C)O)O)OC)OC6CC(C(C(O6)C)O)OC7CC(C(C(O7)C)O)OC8CC(C(C(O8)C)O)(C)O)C(=C4C(=C3C)O)O)O)O. Synergy scores: CSS=9.08, Synergy_ZIP=-2.54, Synergy_Bliss=0.928, Synergy_Loewe=-0.584, Synergy_HSA=-0.583. Drug 1: C1CCC(CC1)NC(=O)N(CCCl)N=O.